Dataset: Full USPTO retrosynthesis dataset with 1.9M reactions from patents (1976-2016). Task: Predict the reactants needed to synthesize the given product. (1) Given the product [CH:1]([N:3]1[CH2:7][CH2:6][CH2:5][C:4]1=[O:8])=[CH2:2].[C:9]([OH:13])(=[O:12])[CH:10]=[CH2:11], predict the reactants needed to synthesize it. The reactants are: [CH:1]([N:3]1[CH2:7][CH2:6][CH2:5][C:4]1=[O:8])=[CH2:2].[C:9]([OH:13])(=[O:12])[CH:10]=[CH2:11].N(C(C1NCCN=1)(C)C)=NC(C1NCCN=1)(C)C.SCCO. (2) The reactants are: Br[C:2]1[C:6]2[CH:7]=[CH:8][CH:9]=[CH:10][C:5]=2[O:4][C:3]=1[F:11].C([Li])CCC.[CH2:17]([Sn:19](Br)([CH2:22][CH3:23])[CH2:20][CH3:21])[CH3:18]. Given the product [F:11][C:3]1[O:4][C:5]2[CH:10]=[CH:9][CH:8]=[CH:7][C:6]=2[C:2]=1[Sn:19]([CH2:22][CH3:23])([CH2:20][CH3:21])[CH2:17][CH3:18], predict the reactants needed to synthesize it. (3) Given the product [CH2:1]([O:3][C:4](=[O:15])[CH2:5][C:6]1[CH:11]=[CH:10][C:9]([CH2:12][CH3:13])=[C:8]([O:14][C:28]2[CH:27]=[C:26]([Cl:29])[CH:25]=[CH:24][C:23]=2[Br:22])[CH:7]=1)[CH3:2], predict the reactants needed to synthesize it. The reactants are: [CH2:1]([O:3][C:4](=[O:15])[CH2:5][C:6]1[CH:11]=[CH:10][C:9]([CH2:12][CH3:13])=[C:8]([OH:14])[CH:7]=1)[CH3:2].C([O-])([O-])=O.[K+].[K+].[Br:22][C:23]1[CH:28]=[CH:27][C:26]([Cl:29])=[CH:25][C:24]=1F.Cl. (4) Given the product [O:34]1[C:38]([C:39]([CH:15]2[CH2:14][CH2:13][CH2:12][C:11]3[CH:18]=[C:7]([N:6]4[CH2:5][C@H:4]([CH2:19][NH:20][C:21](=[O:23])[CH3:22])[O:3][C:2]4=[O:1])[CH:8]=[CH:9][C:10]=3[C:16]2=[O:17])=[O:40])=[CH:37][CH:36]=[N:35]1, predict the reactants needed to synthesize it. The reactants are: [O:1]=[C:2]1[N:6]([C:7]2[CH:8]=[CH:9][C:10]3[C:16](=[O:17])[CH2:15][CH2:14][CH2:13][CH2:12][C:11]=3[CH:18]=2)[CH2:5][C@H:4]([CH2:19][NH:20][C:21](=[O:23])[CH3:22])[O:3]1.[Li+].C[Si]([N-][Si](C)(C)C)(C)C.[O:34]1[C:38]([C:39](Cl)=[O:40])=[CH:37][CH:36]=[N:35]1. (5) Given the product [C:1]([O:5][C:6](=[O:7])[NH:8][CH:9]([C:28](=[O:32])[N:29]([CH3:31])[CH3:30])[CH2:10][C:11]1[CH:16]=[CH:15][C:14]([C:17]2[CH:22]=[CH:21][C:20]([CH2:23][CH2:24][C:25](=[O:27])[NH2:35])=[CH:19][CH:18]=2)=[CH:13][CH:12]=1)([CH3:2])([CH3:4])[CH3:3], predict the reactants needed to synthesize it. The reactants are: [C:1]([O:5][C:6]([NH:8][CH:9]([C:28](=[O:32])[N:29]([CH3:31])[CH3:30])[CH2:10][C:11]1[CH:16]=[CH:15][C:14]([C:17]2[CH:22]=[CH:21][C:20]([CH2:23][CH2:24][C:25]([OH:27])=O)=[CH:19][CH:18]=2)=[CH:13][CH:12]=1)=[O:7])([CH3:4])([CH3:3])[CH3:2].C([N:35](CC)CC)C.CN([P+](ON1N=NC2C=CC=CC1=2)(N(C)C)N(C)C)C.F[P-](F)(F)(F)(F)F. (6) Given the product [Cl:40][C:37]1[CH:38]=[CH:39][C:34]([CH2:33][N:24]2[C:25]([CH3:27])=[CH:26][C:22](/[C:8](/[F:7])=[CH:9]/[C:10]3[CH:15]=[CH:14][C:13]([O:16][C:17]([F:20])([F:19])[F:18])=[C:12]([F:21])[CH:11]=3)=[N:23]2)=[CH:35][N:36]=1, predict the reactants needed to synthesize it. The reactants are: CC(C)([O-])C.[K+].[F:7]/[C:8](/[C:22]1[CH:26]=[C:25]([CH3:27])[NH:24][N:23]=1)=[CH:9]\[C:10]1[CH:15]=[CH:14][C:13]([O:16][C:17]([F:20])([F:19])[F:18])=[C:12]([F:21])[CH:11]=1.CS(O[CH2:33][C:34]1[CH:35]=[N:36][C:37]([Cl:40])=[CH:38][CH:39]=1)(=O)=O.C(OCC)(=O)C. (7) Given the product [CH3:1][O:2][C:3]1[CH:8]=[CH:7][CH:6]=[CH:5][C:4]=1[CH:9]([CH3:22])[CH2:10][NH2:11], predict the reactants needed to synthesize it. The reactants are: [CH3:1][O:2][C:3]1[CH:8]=[CH:7][CH:6]=[CH:5][C:4]=1[CH:9]([CH3:22])[CH2:10][N:11]1C(=O)C2C(=CC=CC=2)C1=O.NN.